Dataset: Reaction yield outcomes from USPTO patents with 853,638 reactions. Task: Predict the reaction yield, written as a fraction of the theoretical maximum amount of product (1.0 means a 100% yield; for example, 0.34 means a 34% yield). (1) The reactants are [CH3:1][N:2]([CH3:38])[C:3]([CH3:37])([CH2:28][O:29][Si](C(C)(C)C)(C)C)[CH:4]([NH:11][C:12]([C:14]1[C:23]2[C:18](=[CH:19][CH:20]=[CH:21][CH:22]=2)[N:17]=[C:16]([C:24]([F:27])([F:26])[F:25])[CH:15]=1)=[O:13])[C:5]1[CH:10]=[CH:9][CH:8]=[CH:7][CH:6]=1.[F-].C([N+](CCCC)(CCCC)CCCC)CCC.C(OCC)(=O)C.CCCCC. The catalyst is C1COCC1. The product is [CH3:1][N:2]([CH3:38])[C:3]([CH3:37])([CH2:28][OH:29])[CH:4]([NH:11][C:12]([C:14]1[C:23]2[C:18](=[CH:19][CH:20]=[CH:21][CH:22]=2)[N:17]=[C:16]([C:24]([F:25])([F:26])[F:27])[CH:15]=1)=[O:13])[C:5]1[CH:10]=[CH:9][CH:8]=[CH:7][CH:6]=1. The yield is 0.630. (2) The reactants are [N:1]1[NH:2][N:3]=[N:4][C:5]=1[CH2:6][CH2:7][CH2:8][CH2:9][CH2:10][NH:11][C:12]([NH:14][C@@:15]([C:30]1[CH:35]=[C:34]([O:36][C:37]([F:42])([F:41])[CH:38]([F:40])[F:39])[CH:33]=[C:32]([F:43])[CH:31]=1)([C:23]1[CH:28]=[CH:27][C:26]([F:29])=[CH:25][CH:24]=1)[CH2:16][C:17]1[CH:22]=[CH:21][CH:20]=[CH:19][CH:18]=1)=[O:13].[C:44]([O-])([O-])=O.[K+].[K+].CI. The catalyst is CC#N. The product is [F:43][C:32]1[CH:31]=[C:30]([C@:15]([NH:14][C:12]([NH:11][CH2:10][CH2:9][CH2:8][CH2:7][CH2:6][C:5]2[N:4]=[N:3][N:2]([CH3:44])[N:1]=2)=[O:13])([C:23]2[CH:24]=[CH:25][C:26]([F:29])=[CH:27][CH:28]=2)[CH2:16][C:17]2[CH:18]=[CH:19][CH:20]=[CH:21][CH:22]=2)[CH:35]=[C:34]([O:36][C:37]([F:42])([F:41])[CH:38]([F:40])[F:39])[CH:33]=1. The yield is 0.180. (3) The reactants are P(Cl)(Cl)(Cl)=O.ClC(Cl)C.[CH3:10][N:11]1[CH:15]=[CH:14][CH:13]=[C:12]1[C:16]([O:18][CH3:19])=[O:17].[C:20]([O-])(=[O:22])C.[Na+]. The catalyst is O.C(OCC)C.ClCCCl.CN(C=O)C. The product is [CH:20]([C:15]1[N:11]([CH3:10])[C:12]([C:16]([O:18][CH3:19])=[O:17])=[CH:13][CH:14]=1)=[O:22]. The yield is 0.245. (4) The reactants are [CH:1]([C:3]1[C:12]2[C:7](=[CH:8][C:9]([O:13][CH3:14])=[CH:10][CH:11]=2)[CH:6]=[CH:5][C:4]=1OS(C(F)(F)F)(=O)=O)=[O:2].[F-].[Cs+].[F:25][C:26]1[CH:31]=[C:30]([F:32])[CH:29]=[CH:28][C:27]=1B(O)O.C. The catalyst is C(#N)C.Cl[Pd](Cl)([P](C1C=CC=CC=1)(C1C=CC=CC=1)C1C=CC=CC=1)[P](C1C=CC=CC=1)(C1C=CC=CC=1)C1C=CC=CC=1. The product is [F:25][C:26]1[CH:31]=[C:30]([F:32])[CH:29]=[CH:28][C:27]=1[C:4]1[CH:5]=[CH:6][C:7]2[C:12](=[CH:11][CH:10]=[C:9]([O:13][CH3:14])[CH:8]=2)[C:3]=1[CH:1]=[O:2]. The yield is 0.620. (5) The reactants are Cl[C:2]1[S:3][C:4]([C:7]([O:9][CH:10]([CH3:12])[CH3:11])=[O:8])=[CH:5][N:6]=1.[NH2:13][C:14]1[CH:19]=[C:18]([Br:20])[N:17]=[C:16]([CH3:21])[N:15]=1. No catalyst specified. The product is [Br:20][C:18]1[N:17]=[C:16]([CH3:21])[N:15]=[C:14]([NH:13][C:2]2[S:3][C:4]([C:7]([O:9][CH:10]([CH3:12])[CH3:11])=[O:8])=[CH:5][N:6]=2)[CH:19]=1. The yield is 0.769. (6) The reactants are [OH:1][C:2]1[CH:7]=[CH:6][CH:5]=[CH:4][C:3]=1[C:8](=O)[CH3:9].Cl[CH2:12][C:13](=[O:15])C.[C:16]([O-])([O-])=O.[K+].[K+]. The catalyst is O. The product is [CH3:16][C:8]1[C:3]2[CH:4]=[CH:5][CH:6]=[CH:7][C:2]=2[O:1][C:9]=1[C:13](=[O:15])[CH3:12]. The yield is 0.640. (7) The reactants are C(=O)(O)O.[NH2:5][C:6]([NH2:8])=[NH:7].[CH2:9]([O:11][C:12](=[O:23])[C:13](=[CH:19]OCC)[C:14](OCC)=[O:15])[CH3:10].O.Cl. The catalyst is C(O)C. The product is [CH2:9]([O:11][C:12]([C:13]1[C:14]([OH:15])=[N:7][C:6]([NH2:8])=[N:5][CH:19]=1)=[O:23])[CH3:10]. The yield is 0.830. (8) The reactants are Br[C:2]1[S:23][C:5]2[N:6]([CH3:22])[C:7](=[O:21])[N:8]([CH2:11][CH2:12][CH2:13][O:14][CH:15]3[CH2:20][CH2:19][CH2:18][CH2:17][O:16]3)[C:9](=[O:10])[C:4]=2[C:3]=1[CH:24]([OH:29])[CH2:25][CH:26]([CH3:28])[CH3:27].[F:30][C:31]([F:43])([F:42])[O:32][C:33]1[CH:34]=[C:35](B(O)O)[CH:36]=[CH:37][CH:38]=1.[O-]P([O-])([O-])=O.[K+].[K+].[K+]. The catalyst is O1CCOCC1.C1C=CC([P]([Pd]([P](C2C=CC=CC=2)(C2C=CC=CC=2)C2C=CC=CC=2)([P](C2C=CC=CC=2)(C2C=CC=CC=2)C2C=CC=CC=2)[P](C2C=CC=CC=2)(C2C=CC=CC=2)C2C=CC=CC=2)(C2C=CC=CC=2)C2C=CC=CC=2)=CC=1. The product is [OH:29][CH:24]([C:3]1[C:4]2[C:9](=[O:10])[N:8]([CH2:11][CH2:12][CH2:13][O:14][CH:15]3[CH2:20][CH2:19][CH2:18][CH2:17][O:16]3)[C:7](=[O:21])[N:6]([CH3:22])[C:5]=2[S:23][C:2]=1[C:35]1[CH:36]=[CH:37][CH:38]=[C:33]([O:32][C:31]([F:30])([F:42])[F:43])[CH:34]=1)[CH2:25][CH:26]([CH3:28])[CH3:27]. The yield is 0.612.